This data is from Full USPTO retrosynthesis dataset with 1.9M reactions from patents (1976-2016). The task is: Predict the reactants needed to synthesize the given product. Given the product [CH2:34]([NH:36][C:2]1[CH:11]=[C:10]2[C:5]([CH:6]=[C:7]([C:14]3[CH:15]=[C:16]([NH:21][C:22](=[O:33])[C:23]4[CH:28]=[CH:27][CH:26]=[C:25]([C:29]([F:31])([F:30])[F:32])[CH:24]=4)[CH:17]=[CH:18][C:19]=3[CH3:20])[C:8](=[O:13])[N:9]2[CH3:12])=[CH:4][N:3]=1)[CH3:35], predict the reactants needed to synthesize it. The reactants are: Cl[C:2]1[CH:11]=[C:10]2[C:5]([CH:6]=[C:7]([C:14]3[CH:15]=[C:16]([NH:21][C:22](=[O:33])[C:23]4[CH:28]=[CH:27][CH:26]=[C:25]([C:29]([F:32])([F:31])[F:30])[CH:24]=4)[CH:17]=[CH:18][C:19]=3[CH3:20])[C:8](=[O:13])[N:9]2[CH3:12])=[CH:4][N:3]=1.[CH2:34]([NH2:36])[CH3:35].